Task: Regression. Given a peptide amino acid sequence and an MHC pseudo amino acid sequence, predict their binding affinity value. This is MHC class I binding data.. Dataset: Peptide-MHC class I binding affinity with 185,985 pairs from IEDB/IMGT (1) The peptide sequence is ERYFRINSL. The MHC is HLA-A31:01 with pseudo-sequence HLA-A31:01. The binding affinity (normalized) is 0.0796. (2) The peptide sequence is IRFPKTFGG. The MHC is Mamu-B17 with pseudo-sequence Mamu-B17. The binding affinity (normalized) is 0.0600. (3) The peptide sequence is TCQGSDDIR. The MHC is HLA-A11:01 with pseudo-sequence HLA-A11:01. The binding affinity (normalized) is 0. (4) The peptide sequence is YFDPANGKF. The binding affinity (normalized) is 0.0847. The MHC is HLA-B15:01 with pseudo-sequence HLA-B15:01. (5) The peptide sequence is SPMLYQLLE. The MHC is HLA-A24:02 with pseudo-sequence HLA-A24:02. The binding affinity (normalized) is 0. (6) The peptide sequence is VVDFSQFSR. The MHC is HLA-A31:01 with pseudo-sequence HLA-A31:01. The binding affinity (normalized) is 0.119. (7) The peptide sequence is ALLATSIFK. The MHC is HLA-A11:01 with pseudo-sequence HLA-A11:01. The binding affinity (normalized) is 0.709.